From a dataset of Full USPTO retrosynthesis dataset with 1.9M reactions from patents (1976-2016). Predict the reactants needed to synthesize the given product. (1) Given the product [CH3:1][O:2][C:3](=[O:25])[CH2:4][C:5]1[CH:6]=[C:7]([C:13]2[CH:18]=[CH:17][C:16]([C:19]([F:21])([F:20])[F:22])=[CH:15][C:14]=2[CH2:23][NH:24][C:27]([O:29][CH2:30][C:31]2[CH:36]=[CH:35][CH:34]=[CH:33][CH:32]=2)=[O:28])[C:8]([O:11][CH3:12])=[CH:9][CH:10]=1, predict the reactants needed to synthesize it. The reactants are: [CH3:1][O:2][C:3](=[O:25])[CH2:4][C:5]1[CH:6]=[C:7]([C:13]2[CH:18]=[CH:17][C:16]([C:19]([F:22])([F:21])[F:20])=[CH:15][C:14]=2[CH2:23][NH2:24])[C:8]([O:11][CH3:12])=[CH:9][CH:10]=1.Cl[C:27]([O:29][CH2:30][C:31]1[CH:36]=[CH:35][CH:34]=[CH:33][CH:32]=1)=[O:28]. (2) Given the product [CH2:1]([O:5][CH2:6][CH2:7][O:8][C:9]1[CH:10]=[CH:11][C:12]([C:15]2[CH:16]=[CH:17][C:18]3[N:24]([C:25](=[O:30])[C:26]([F:29])([F:28])[F:27])[CH2:23][CH2:22][C:21]([C:31]([NH:33][C:34]4[CH:39]=[CH:38][C:37]([CH:40]([OH:48])[C:41]5[CH:46]=[C:45]([CH3:47])[CH:44]=[CH:43][N+:42]=5[O-:58])=[CH:36][CH:35]=4)=[O:32])=[CH:20][C:19]=3[CH:49]=2)=[CH:13][CH:14]=1)[CH2:2][CH2:3][CH3:4], predict the reactants needed to synthesize it. The reactants are: [CH2:1]([O:5][CH2:6][CH2:7][O:8][C:9]1[CH:14]=[CH:13][C:12]([C:15]2[CH:16]=[CH:17][C:18]3[N:24]([C:25](=[O:30])[C:26]([F:29])([F:28])[F:27])[CH2:23][CH2:22][C:21]([C:31]([NH:33][C:34]4[CH:39]=[CH:38][C:37]([CH:40]([OH:48])[C:41]5[CH:46]=[C:45]([CH3:47])[CH:44]=[CH:43][N:42]=5)=[CH:36][CH:35]=4)=[O:32])=[CH:20][C:19]=3[CH:49]=2)=[CH:11][CH:10]=1)[CH2:2][CH2:3][CH3:4].ClC1C=CC=C(C(OO)=[O:58])C=1.S([O-])([O-])(=O)=S.[Na+].[Na+]. (3) Given the product [CH3:12][C:3]1[CH:4]=[C:5]([CH:10]=[CH:11][C:2]=1[N:19]1[CH2:24][CH2:23][CH2:22][CH2:21][CH2:20]1)[C:6]([O:8][CH3:9])=[O:7], predict the reactants needed to synthesize it. The reactants are: Br[C:2]1[CH:11]=[CH:10][C:5]([C:6]([O:8][CH3:9])=[O:7])=[CH:4][C:3]=1[CH3:12].C([O-])([O-])=O.[Cs+].[Cs+].[NH:19]1[CH2:24][CH2:23][CH2:22][CH2:21][CH2:20]1. (4) Given the product [F:23][C:2]([F:1])([F:22])[C:3]([N:5]1[CH2:11][CH:10]([CH:12]([CH3:14])[CH3:13])[C:9]2[CH:15]=[C:16]([Br:21])[C:17]([OH:19])=[CH:18][C:8]=2[CH2:7][CH2:6]1)=[O:4], predict the reactants needed to synthesize it. The reactants are: [F:1][C:2]([F:23])([F:22])[C:3]([N:5]1[CH2:11][CH:10]([CH:12]([CH3:14])[CH3:13])[C:9]2[CH:15]=[C:16]([Br:21])[C:17]([O:19]C)=[CH:18][C:8]=2[CH2:7][CH2:6]1)=[O:4].B(Br)(Br)Br.